From a dataset of Forward reaction prediction with 1.9M reactions from USPTO patents (1976-2016). Predict the product of the given reaction. (1) Given the reactants [I:1][C:2]1[CH:3]=[C:4]([CH:8]=[CH:9][C:10]=1[CH3:11])[C:5]([OH:7])=O.S(Cl)(Cl)=O.[N:16]1([C:21]2[CH:22]=[C:23]([CH:25]=[C:26]([C:28]([F:31])([F:30])[F:29])[CH:27]=2)[NH2:24])[CH:20]=[CH:19][N:18]=[CH:17]1.C(N(C(C)C)CC)(C)C, predict the reaction product. The product is: [N:16]1([C:21]2[CH:22]=[C:23]([NH:24][C:5](=[O:7])[C:4]3[CH:8]=[CH:9][C:10]([CH3:11])=[C:2]([I:1])[CH:3]=3)[CH:25]=[C:26]([C:28]([F:30])([F:31])[F:29])[CH:27]=2)[CH:20]=[CH:19][N:18]=[CH:17]1. (2) Given the reactants CON(C)[C:4]([C:6]1[N:7]=[CH:8][N:9]([C:11]2[CH:12]=[C:13]([C:17]3[CH:22]=[CH:21][CH:20]=[CH:19][C:18]=3[C:23]#[N:24])[CH:14]=[CH:15][CH:16]=2)[CH:10]=1)=[O:5].Br[C:27]1[CH:32]=[CH:31][CH:30]=[CH:29][C:28]=1[O:33][CH3:34], predict the reaction product. The product is: [CH3:34][O:33][C:28]1[CH:29]=[CH:30][CH:31]=[CH:32][C:27]=1[C:4]([C:6]1[N:7]=[CH:8][N:9]([C:11]2[CH:12]=[C:13]([C:17]3[C:18]([C:23]#[N:24])=[CH:19][CH:20]=[CH:21][CH:22]=3)[CH:14]=[CH:15][CH:16]=2)[CH:10]=1)=[O:5]. (3) Given the reactants [Cl:1][C:2]1[CH:10]=[CH:9][C:8]2[NH:7][C:6]3[CH2:11][CH2:12][N:13]([CH3:15])[CH2:14][C:5]=3[C:4]=2[CH:3]=1.C(=O)([O-])[O-].[K+].[K+].N1C2C(=CC=C3C=2N=CC=C3)C=CC=1.Br[C:37]#[C:38][C:39]1[CH:40]=[CH:41][C:42]([CH2:45][CH2:46][CH3:47])=[N:43][CH:44]=1, predict the reaction product. The product is: [Cl:1][C:2]1[CH:10]=[CH:9][C:8]2[N:7]([C:37]#[C:38][C:39]3[CH:44]=[N:43][C:42]([CH2:45][CH2:46][CH3:47])=[CH:41][CH:40]=3)[C:6]3[CH2:11][CH2:12][N:13]([CH3:15])[CH2:14][C:5]=3[C:4]=2[CH:3]=1.